Dataset: Full USPTO retrosynthesis dataset with 1.9M reactions from patents (1976-2016). Task: Predict the reactants needed to synthesize the given product. (1) Given the product [F:29][CH:30]([F:35])[S:31]([N:13]1[C:14]2[C:19](=[CH:18][C:17]([F:20])=[CH:16][C:15]=2[F:21])[CH:11]([C:5]2[N:4]=[C:3]([O:2][CH3:1])[N:8]=[C:7]([O:9][CH3:10])[N:6]=2)[C:12]1=[O:22])(=[O:33])=[O:32], predict the reactants needed to synthesize it. The reactants are: [CH3:1][O:2][C:3]1[N:8]=[C:7]([O:9][CH3:10])[N:6]=[C:5]([CH:11]2[C:19]3[C:14](=[C:15]([F:21])[CH:16]=[C:17]([F:20])[CH:18]=3)[NH:13][C:12]2=[O:22])[N:4]=1.CN1C=CN=C1.[F:29][CH:30]([F:35])[S:31](Cl)(=[O:33])=[O:32].O. (2) Given the product [CH:16]([N:18]=[C:7]([C:4]1[CH:5]=[CH:6][C:1]([C:10]2[CH:11]=[CH:12][CH:13]=[CH:14][CH:15]=2)=[CH:2][CH:3]=1)[NH2:9])=[O:17], predict the reactants needed to synthesize it. The reactants are: [C:1]1([C:10]2[CH:15]=[CH:14][CH:13]=[CH:12][CH:11]=2)[CH:6]=[CH:5][C:4]([C:7]([NH2:9])=O)=[CH:3][CH:2]=1.[CH:16]([NH2:18])=[O:17]. (3) Given the product [Br:20][C:2]1[CH:3]=[C:4]([CH:8]=[CH:9][C:10]=1[O:11][C:12]([F:15])([F:14])[F:13])[C:5]([OH:7])=[O:6], predict the reactants needed to synthesize it. The reactants are: N[C:2]1[CH:3]=[C:4]([CH:8]=[CH:9][C:10]=1[O:11][C:12]([F:15])([F:14])[F:13])[C:5]([OH:7])=[O:6].N([O-])=O.[Na+].[BrH:20]. (4) Given the product [CH3:1][N:2]1[CH:10]=[C:9]2[C:4]([CH:5]=[CH:6][CH:7]=[C:8]2[C@@H:11]2[CH2:13][C@H:12]2[CH2:14][NH:15][C:23](=[O:26])[CH2:24][CH3:25])=[N:3]1, predict the reactants needed to synthesize it. The reactants are: [CH3:1][N:2]1[CH:10]=[C:9]2[C:4]([CH:5]=[CH:6][CH:7]=[C:8]2[C@@H:11]2[CH2:13][C@H:12]2[CH2:14][NH2:15])=[N:3]1.C(N(CC)CC)C.[C:23](O[C:23](=[O:26])[CH2:24][CH3:25])(=[O:26])[CH2:24][CH3:25].